Dataset: NCI-60 drug combinations with 297,098 pairs across 59 cell lines. Task: Regression. Given two drug SMILES strings and cell line genomic features, predict the synergy score measuring deviation from expected non-interaction effect. (1) Drug 1: C1C(C(OC1N2C=C(C(=O)NC2=O)F)CO)O. Drug 2: CC1=C(C(=O)C2=C(C1=O)N3CC4C(C3(C2COC(=O)N)OC)N4)N. Cell line: SF-295. Synergy scores: CSS=31.5, Synergy_ZIP=-0.906, Synergy_Bliss=2.28, Synergy_Loewe=-6.65, Synergy_HSA=1.62. (2) Drug 1: COC1=C(C=C2C(=C1)N=CN=C2NC3=CC(=C(C=C3)F)Cl)OCCCN4CCOCC4. Drug 2: CS(=O)(=O)CCNCC1=CC=C(O1)C2=CC3=C(C=C2)N=CN=C3NC4=CC(=C(C=C4)OCC5=CC(=CC=C5)F)Cl. Cell line: M14. Synergy scores: CSS=17.1, Synergy_ZIP=1.10, Synergy_Bliss=8.69, Synergy_Loewe=5.94, Synergy_HSA=5.55. (3) Drug 1: CN1C2=C(C=C(C=C2)N(CCCl)CCCl)N=C1CCCC(=O)O.Cl. Drug 2: C(CN)CNCCSP(=O)(O)O. Cell line: RPMI-8226. Synergy scores: CSS=4.91, Synergy_ZIP=-3.22, Synergy_Bliss=-4.02, Synergy_Loewe=-0.0639, Synergy_HSA=-4.39. (4) Drug 1: CNC(=O)C1=CC=CC=C1SC2=CC3=C(C=C2)C(=NN3)C=CC4=CC=CC=N4. Drug 2: C1=CN(C=N1)CC(O)(P(=O)(O)O)P(=O)(O)O. Cell line: HCT-15. Synergy scores: CSS=-0.857, Synergy_ZIP=1.63, Synergy_Bliss=2.01, Synergy_Loewe=-2.98, Synergy_HSA=-1.09. (5) Drug 1: CCC1=C2CN3C(=CC4=C(C3=O)COC(=O)C4(CC)O)C2=NC5=C1C=C(C=C5)O. Drug 2: C1C(C(OC1N2C=NC(=NC2=O)N)CO)O. Cell line: A498. Synergy scores: CSS=19.6, Synergy_ZIP=-1.73, Synergy_Bliss=3.39, Synergy_Loewe=-18.1, Synergy_HSA=-3.82. (6) Drug 1: COC1=CC(=CC(=C1O)OC)C2C3C(COC3=O)C(C4=CC5=C(C=C24)OCO5)OC6C(C(C7C(O6)COC(O7)C8=CC=CS8)O)O. Drug 2: C1CC(=O)NC(=O)C1N2C(=O)C3=CC=CC=C3C2=O. Cell line: SF-539. Synergy scores: CSS=39.0, Synergy_ZIP=3.61, Synergy_Bliss=4.07, Synergy_Loewe=-44.8, Synergy_HSA=0.468.